This data is from Full USPTO retrosynthesis dataset with 1.9M reactions from patents (1976-2016). The task is: Predict the reactants needed to synthesize the given product. Given the product [NH2:1][C:2]1[CH:10]=[CH:9][C:5]([C:6]([NH:61][CH2:60][C:57]2([C:54]3[CH:53]=[CH:52][C:51]([Cl:50])=[CH:56][CH:55]=3)[CH2:59][CH2:58]2)=[O:8])=[CH:4][C:3]=1[F:11], predict the reactants needed to synthesize it. The reactants are: [NH2:1][C:2]1[CH:10]=[CH:9][C:5]([C:6]([OH:8])=O)=[CH:4][C:3]=1[F:11].F[P-](F)(F)(F)(F)F.C[N+](C)=C(N(C)C)ON1C2N=CC=CC=2N=N1.CN(C)C=O.C(N(CC)C(C)C)(C)C.[Cl:50][C:51]1[CH:56]=[CH:55][C:54]([C:57]2([CH2:60][NH2:61])[CH2:59][CH2:58]2)=[CH:53][CH:52]=1.Cl.